This data is from Forward reaction prediction with 1.9M reactions from USPTO patents (1976-2016). The task is: Predict the product of the given reaction. (1) Given the reactants [C:1]([C:3]1[CH:11]=[C:10]2[C:6]([CH:7]=[CH:8][NH:9]2)=[CH:5][CH:4]=1)#[N:2].C[OH:13].OO.[OH-].[Na+], predict the reaction product. The product is: [NH:9]1[C:10]2[C:6](=[CH:5][CH:4]=[C:3]([C:1]([NH2:2])=[O:13])[CH:11]=2)[CH:7]=[CH:8]1. (2) Given the reactants Br[C:2]1[CH:7]=[CH:6][C:5]([Br:8])=[CH:4][N:3]=1.[NH:9]1[CH:13]=[CH:12][N:11]=[CH:10]1.C(=O)([O-])[O-].[K+].[K+], predict the reaction product. The product is: [Br:8][C:5]1[CH:6]=[CH:7][C:2]([N:9]2[CH:13]=[CH:12][N:11]=[CH:10]2)=[N:3][CH:4]=1. (3) Given the reactants [OH:1][N:2]=[C:3](Cl)[C:4]1[CH:5]=[N:6][CH:7]=[N:8][CH:9]=1.[C:11]([C:13]1[CH:20]=[CH:19][C:16]([C:17]#[N:18])=[CH:15][CH:14]=1)#[CH:12].N, predict the reaction product. The product is: [N:6]1[CH:5]=[C:4]([C:3]2[CH:12]=[C:11]([C:13]3[CH:20]=[CH:19][C:16]([C:17]#[N:18])=[CH:15][CH:14]=3)[O:1][N:2]=2)[CH:9]=[N:8][CH:7]=1.